This data is from Catalyst prediction with 721,799 reactions and 888 catalyst types from USPTO. The task is: Predict which catalyst facilitates the given reaction. (1) Reactant: [Cl:1][C:2]1[C:10]([F:11])=[CH:9][CH:8]=[C:7]([F:12])[C:3]=1[C:4](O)=[O:5].P(Cl)(Cl)(Cl)(Cl)Cl.[N-:19]=[N+:20]=[N-:21].[Na+]. The catalyst class is: 280. Product: [Cl:1][C:2]1[C:10]([F:11])=[CH:9][CH:8]=[C:7]([F:12])[C:3]=1[C:4]([N:19]=[N+:20]=[N-:21])=[O:5]. (2) Reactant: Cl[C:2]1[C:11]2[C:6](=[CH:7][C:8]([O:14][CH3:15])=[C:9]([O:12][CH3:13])[CH:10]=2)[N:5]=[CH:4][C:3]=1[C:16]([NH2:18])=[O:17].Cl.[NH2:20][C:21]1[CH:29]=[CH:28][CH:27]=[C:26]2[C:22]=1[CH:23]=[CH:24][N:25]2[CH3:30].C([O-])(=O)C.[Na+].C([O-])(O)=O.[Na+]. Product: [CH3:13][O:12][C:9]1[CH:10]=[C:11]2[C:6](=[CH:7][C:8]=1[O:14][CH3:15])[N:5]=[CH:4][C:3]([C:16]([NH2:18])=[O:17])=[C:2]2[NH:20][C:21]1[CH:29]=[CH:28][CH:27]=[C:26]2[C:22]=1[CH:23]=[CH:24][N:25]2[CH3:30]. The catalyst class is: 18.